This data is from NCI-60 drug combinations with 297,098 pairs across 59 cell lines. The task is: Regression. Given two drug SMILES strings and cell line genomic features, predict the synergy score measuring deviation from expected non-interaction effect. (1) Drug 1: CCC1=CC2CC(C3=C(CN(C2)C1)C4=CC=CC=C4N3)(C5=C(C=C6C(=C5)C78CCN9C7C(C=CC9)(C(C(C8N6C)(C(=O)OC)O)OC(=O)C)CC)OC)C(=O)OC.C(C(C(=O)O)O)(C(=O)O)O. Drug 2: CC1C(C(CC(O1)OC2CC(CC3=C2C(=C4C(=C3O)C(=O)C5=C(C4=O)C(=CC=C5)OC)O)(C(=O)CO)O)N)O.Cl. Cell line: HS 578T. Synergy scores: CSS=41.2, Synergy_ZIP=2.56, Synergy_Bliss=3.30, Synergy_Loewe=3.06, Synergy_HSA=5.95. (2) Drug 1: C1CC(=O)NC(=O)C1N2CC3=C(C2=O)C=CC=C3N. Drug 2: CN(CCCl)CCCl.Cl. Cell line: SK-MEL-2. Synergy scores: CSS=7.35, Synergy_ZIP=0.414, Synergy_Bliss=5.57, Synergy_Loewe=0.926, Synergy_HSA=0.800. (3) Drug 1: CC1=C2C(C(=O)C3(C(CC4C(C3C(C(C2(C)C)(CC1OC(=O)C(C(C5=CC=CC=C5)NC(=O)OC(C)(C)C)O)O)OC(=O)C6=CC=CC=C6)(CO4)OC(=O)C)OC)C)OC. Drug 2: C1=NC(=NC(=O)N1C2C(C(C(O2)CO)O)O)N. Cell line: OVCAR-4. Synergy scores: CSS=41.5, Synergy_ZIP=5.54, Synergy_Bliss=4.45, Synergy_Loewe=-14.5, Synergy_HSA=6.63. (4) Drug 1: CCC1=CC2CC(C3=C(CN(C2)C1)C4=CC=CC=C4N3)(C5=C(C=C6C(=C5)C78CCN9C7C(C=CC9)(C(C(C8N6C)(C(=O)OC)O)OC(=O)C)CC)OC)C(=O)OC.C(C(C(=O)O)O)(C(=O)O)O. Drug 2: C1=C(C(=O)NC(=O)N1)N(CCCl)CCCl. Cell line: HCT116. Synergy scores: CSS=54.3, Synergy_ZIP=-2.86, Synergy_Bliss=-5.10, Synergy_Loewe=-19.4, Synergy_HSA=-2.49. (5) Drug 1: CC1=C(C=C(C=C1)NC(=O)C2=CC=C(C=C2)CN3CCN(CC3)C)NC4=NC=CC(=N4)C5=CN=CC=C5. Drug 2: CC1=C(C(=O)C2=C(C1=O)N3CC4C(C3(C2COC(=O)N)OC)N4)N. Cell line: RXF 393. Synergy scores: CSS=1.19, Synergy_ZIP=-1.90, Synergy_Bliss=-2.43, Synergy_Loewe=-3.96, Synergy_HSA=-2.78.